From a dataset of Forward reaction prediction with 1.9M reactions from USPTO patents (1976-2016). Predict the product of the given reaction. (1) Given the reactants [CH2:1]([O:5][C:6]([N:8]1[CH2:13][CH2:12][N:11]([C:14](=[O:51])[C@@H:15]([NH:25][C:26]([C:28]2[CH:37]=[C:36]([O:38][CH2:39][C:40]([O:42]CC3C=CC=CC=3)=[O:41])[C:35]3[C:30](=[CH:31][C:32]([CH3:50])=[CH:33][CH:34]=3)[CH:29]=2)=[O:27])[CH2:16][CH2:17][C:18]([O:20][C:21]([CH3:24])([CH3:23])[CH3:22])=[O:19])[CH2:10][CH2:9]1)=[O:7])[CH2:2][CH2:3][CH3:4], predict the reaction product. The product is: [CH2:1]([O:5][C:6]([N:8]1[CH2:13][CH2:12][N:11]([C:14](=[O:51])[C@@H:15]([NH:25][C:26]([C:28]2[CH:37]=[C:36]([O:38][CH2:39][C:40]([OH:42])=[O:41])[C:35]3[C:30](=[CH:31][C:32]([CH3:50])=[CH:33][CH:34]=3)[CH:29]=2)=[O:27])[CH2:16][CH2:17][C:18]([O:20][C:21]([CH3:22])([CH3:24])[CH3:23])=[O:19])[CH2:10][CH2:9]1)=[O:7])[CH2:2][CH2:3][CH3:4]. (2) Given the reactants [C:1]([C:5]1[CH:10]=[CH:9][C:8]([CH:11]2[CH2:13][CH:12]2[C:14]([NH:16][CH2:17][C:18]([C:20]2[CH:25]=[C:24]([O:26]C)[CH:23]=[CH:22][C:21]=2[CH3:28])=[O:19])=[O:15])=[CH:7][CH:6]=1)([CH3:4])([CH3:3])[CH3:2].B(Br)(Br)Br, predict the reaction product. The product is: [C:1]([C:5]1[CH:6]=[CH:7][C:8]([CH:11]2[CH2:13][CH:12]2[C:14]([NH:16][CH2:17][C:18]([C:20]2[CH:25]=[C:24]([OH:26])[CH:23]=[CH:22][C:21]=2[CH3:28])=[O:19])=[O:15])=[CH:9][CH:10]=1)([CH3:4])([CH3:3])[CH3:2]. (3) Given the reactants [NH2:1][C:2]1[C:3]([CH3:28])=[N:4][C:5]([O:9][CH2:10][C:11]([N:13]([CH:15]2[CH2:20][CH2:19][N:18]([CH2:21][C:22]3[CH:27]=[CH:26][CH:25]=[CH:24][CH:23]=3)[CH2:17][CH2:16]2)[CH3:14])=[O:12])=[N:6][C:7]=1[CH3:8].[CH3:29][S:30]([OH:33])(=[O:32])=[O:31], predict the reaction product. The product is: [CH3:29][S:30]([OH:33])(=[O:32])=[O:31].[NH2:1][C:2]1[C:7]([CH3:8])=[N:6][C:5]([O:9][CH2:10][C:11]([N:13]([CH:15]2[CH2:20][CH2:19][N:18]([CH2:21][C:22]3[CH:23]=[CH:24][CH:25]=[CH:26][CH:27]=3)[CH2:17][CH2:16]2)[CH2:14][CH3:29])=[O:12])=[N:4][C:3]=1[CH3:28]. (4) Given the reactants [CH3:1][O:2][C:3](=[O:17])[C:4]1[CH:9]=[C:8]([C:10]([F:13])([F:12])[F:11])[CH:7]=[C:6]([N+:14]([O-])=O)[CH:5]=1.O.O.[Sn](Cl)(Cl)(Cl)Cl, predict the reaction product. The product is: [CH3:1][O:2][C:3](=[O:17])[C:4]1[CH:9]=[C:8]([C:10]([F:13])([F:12])[F:11])[CH:7]=[C:6]([NH2:14])[CH:5]=1. (5) Given the reactants [F:1][C:2]1[CH:29]=[C:28]([N+:30]([O-])=O)[CH:27]=[CH:26][C:3]=1[O:4][C:5]1[C:10]2=[CH:11][C:12]([C:14]3[CH:19]=[CH:18][N:17]=[C:16]([N:20]4[CH2:25][CH2:24][O:23][CH2:22][CH2:21]4)[CH:15]=3)=[CH:13][N:9]2[N:8]=[CH:7][N:6]=1.[NH4+].[Cl-], predict the reaction product. The product is: [F:1][C:2]1[CH:29]=[C:28]([NH2:30])[CH:27]=[CH:26][C:3]=1[O:4][C:5]1[C:10]2=[CH:11][C:12]([C:14]3[CH:19]=[CH:18][N:17]=[C:16]([N:20]4[CH2:21][CH2:22][O:23][CH2:24][CH2:25]4)[CH:15]=3)=[CH:13][N:9]2[N:8]=[CH:7][N:6]=1. (6) Given the reactants [CH3:1][O:2][C:3]1[CH:4]=[C:5]2[C:10](=[CH:11][C:12]=1[O:13][CH3:14])[N:9]=[CH:8][CH:7]=[C:6]2[O:15][C:16]1[CH:22]=[CH:21][C:19]([NH2:20])=[CH:18][C:17]=1[F:23].C(N(CC)CC)C.Cl[C:32](Cl)([O:34]C(=O)OC(Cl)(Cl)Cl)Cl.[NH2:43][C:44]1[CH:48]=[CH:47][O:46][N:45]=1, predict the reaction product. The product is: [CH3:1][O:2][C:3]1[CH:4]=[C:5]2[C:10](=[CH:11][C:12]=1[O:13][CH3:14])[N:9]=[CH:8][CH:7]=[C:6]2[O:15][C:16]1[CH:22]=[CH:21][C:19]([NH:20][C:32]([NH:43][C:44]2[CH:48]=[CH:47][O:46][N:45]=2)=[O:34])=[CH:18][C:17]=1[F:23].